Dataset: Catalyst prediction with 721,799 reactions and 888 catalyst types from USPTO. Task: Predict which catalyst facilitates the given reaction. (1) Reactant: [F:1][C:2]1[CH:7]=[C:6](/[CH:8]=[CH:9]/[N+:10]([O-:12])=[O:11])[C:5]([F:13])=[CH:4][C:3]=1[F:14].[CH2:15]([Mg]Cl)[CH:16]=[CH2:17]. Product: [F:1][C:2]1[CH:7]=[C:6]([CH:8]([CH2:17][CH:16]=[CH2:15])[CH2:9][N+:10]([O-:12])=[O:11])[C:5]([F:13])=[CH:4][C:3]=1[F:14]. The catalyst class is: 1. (2) Reactant: [C:1]([O:5][C:6](=[O:9])[NH:7][NH2:8])([CH3:4])([CH3:3])[CH3:2].C(=O)([O-])[O-].[K+].[K+].[CH2:16]([C:18]1[C:26]([O:27][CH3:28])=[CH:25][CH:24]=[CH:23][C:19]=1[C:20](Cl)=[O:21])[CH3:17]. Product: [C:1]([O:5][C:6]([NH:7][NH:8][C:20](=[O:21])[C:19]1[CH:23]=[CH:24][CH:25]=[C:26]([O:27][CH3:28])[C:18]=1[CH2:16][CH3:17])=[O:9])([CH3:4])([CH3:3])[CH3:2]. The catalyst class is: 34. (3) Product: [CH3:1][C:2]1[C:6]([CH2:7][O:8][C:9]2[CH:14]=[CH:13][C:12]([S:15]([N:18]([CH2:19][CH:20]([CH3:22])[CH3:21])[C:23]3[CH:28]=[CH:27][C:26]([O:29][CH2:73][CH2:72][O:71][CH:66]4[CH2:67][CH2:68][CH2:69][CH2:70][O:65]4)=[CH:25][C:24]=3[CH3:30])(=[O:17])=[O:16])=[CH:11][CH:10]=2)=[C:5]([CH3:31])[O:4][N:3]=1. The catalyst class is: 7. Reactant: [CH3:1][C:2]1[C:6]([CH2:7][O:8][C:9]2[CH:14]=[CH:13][C:12]([S:15]([N:18]([C:23]3[CH:28]=[CH:27][C:26]([OH:29])=[CH:25][C:24]=3[CH3:30])[CH2:19][CH:20]([CH3:22])[CH3:21])(=[O:17])=[O:16])=[CH:11][CH:10]=2)=[C:5]([CH3:31])[O:4][N:3]=1.CC(OC(/N=N/C(OC(C)C)=O)=O)C.C1(P(C2C=CC=CC=2)C2C=CC=CC=2)C=CC=CC=1.[O:65]1[CH2:70][CH2:69][CH2:68][CH2:67][CH:66]1[O:71][CH2:72][CH2:73]O. (4) Product: [CH2:28]([O:30][C:31](=[O:47])[CH2:32][C:33]1[C:34]([CH3:46])=[C:35]([S:17][C:18]2[CH:19]=[CH:20][C:21]([S:24]([CH3:27])(=[O:25])=[O:26])=[CH:22][CH:23]=2)[N:36]2[C:41]=1[CH:40]=[C:39]([C:42]([F:43])([F:44])[F:45])[CH:38]=[CH:37]2)[CH3:29]. Reactant: S(Cl)(Cl)(=O)=O.[CH3:27][S:24]([C:21]1[CH:22]=[CH:23][C:18]([S:17][S:17][C:18]2[CH:23]=[CH:22][C:21]([S:24]([CH3:27])(=[O:26])=[O:25])=[CH:20][CH:19]=2)=[CH:19][CH:20]=1)(=[O:26])=[O:25].[CH2:28]([O:30][C:31](=[O:47])[CH2:32][C:33]1[C:34]([CH3:46])=[CH:35][N:36]2[C:41]=1[CH:40]=[C:39]([C:42]([F:45])([F:44])[F:43])[CH:38]=[CH:37]2)[CH3:29]. The catalyst class is: 120. (5) Reactant: [C:1]1([C:7]2([C:13]3[O:14][CH:15]=[CH:16][CH:17]=3)[CH2:12][CH2:11][NH:10][CH2:9][CH2:8]2)[CH:6]=[CH:5][CH:4]=[CH:3][CH:2]=1.[C:18](C(N)CCBr)([O:20][C:21]([CH3:24])([CH3:23])[CH3:22])=[O:19].C([O-])([O-])=O.[K+].[K+]. Product: [C:21]([O:20][C:18](=[O:19])[NH:10][CH2:9][CH2:8][CH2:7][N:10]1[CH2:9][CH2:8][C:7]([C:1]2[CH:2]=[CH:3][CH:4]=[CH:5][CH:6]=2)([C:13]2[O:14][CH:15]=[CH:16][CH:17]=2)[CH2:12][CH2:11]1)([CH3:22])([CH3:23])[CH3:24]. The catalyst class is: 38.